From a dataset of Catalyst prediction with 721,799 reactions and 888 catalyst types from USPTO. Predict which catalyst facilitates the given reaction. (1) Reactant: O1CCOCC1.Cl[C:8]1[N:13]=[CH:12][N:11]=[C:10]([NH:14][CH:15]2[CH2:17][CH2:16]2)[C:9]=1[NH2:18].C(=O)([O-])[O-].[Na+].[Na+].[Cl:25][C:26]1[CH:31]=[CH:30][C:29](B(O)O)=[CH:28][CH:27]=1. Product: [Cl:25][C:26]1[CH:31]=[CH:30][C:29]([C:8]2[N:13]=[CH:12][N:11]=[C:10]([NH:14][CH:15]3[CH2:17][CH2:16]3)[C:9]=2[NH2:18])=[CH:28][CH:27]=1. The catalyst class is: 103. (2) Reactant: Cl.[C:2]([C:4]1[C:5](O)=[C:6]([C:10]2[N:20]=[CH:19][CH:18]=[CH:17][C:11]=2[C:12]([O:14][CH2:15][CH3:16])=[O:13])[CH:7]=[CH:8][CH:9]=1)#[N:3].CS(O[O:27][CH2:28][CH2:29][CH2:30][C:31]1[CH:36]=[CH:35][C:34]([O:37][CH3:38])=[CH:33][CH:32]=1)(=O)=O.C(=O)([O-])[O-].[K+].[K+]. Product: [C:2]([C:4]1[CH:5]=[C:6]([C:10]2[N:20]=[CH:19][CH:18]=[CH:17][C:11]=2[C:12]([O:14][CH2:15][CH3:16])=[O:13])[CH:7]=[CH:8][C:9]=1[O:27][CH2:28][CH2:29][CH2:30][C:31]1[CH:32]=[CH:33][C:34]([O:37][CH3:38])=[CH:35][CH:36]=1)#[N:3]. The catalyst class is: 3. (3) Reactant: C([O:8][C:9]1[CH:10]=[C:11]2[C:15](=[CH:16][CH:17]=1)[NH:14][N:13]=[C:12]2[N:18]1[C:26](=[O:27])[C:25]2[C:20](=[CH:21][CH:22]=[CH:23][CH:24]=2)[C:19]1=[O:28])C1C=CC=CC=1.Cl.N1C=CC=CC=1. Product: [OH:8][C:9]1[CH:10]=[C:11]2[C:15](=[CH:16][CH:17]=1)[NH:14][N:13]=[C:12]2[N:18]1[C:26](=[O:27])[C:25]2[C:20](=[CH:21][CH:22]=[CH:23][CH:24]=2)[C:19]1=[O:28]. The catalyst class is: 33.